From a dataset of Reaction yield outcomes from USPTO patents with 853,638 reactions. Predict the reaction yield, written as a fraction of the theoretical maximum amount of product (1.0 means a 100% yield; for example, 0.34 means a 34% yield). (1) The reactants are I.[NH2:2][CH2:3][CH2:4][NH:5][C:6]1[C:7]([C:11]2[N:15]([CH2:16][C:17]3[O:18][CH:19]=[C:20]([Br:22])[CH:21]=3)C(=O)[O:13][N:12]=2)=[N:8][O:9][N:10]=1.[S:24](N)([NH2:27])(=[O:26])=[O:25].[OH-].[Na+].O.C(O)(=O)C. The catalyst is N1C=CC=CC=1. The product is [NH2:27][S:24]([NH:2][CH2:3][CH2:4][NH:5][C:6]1[C:7]([C:11](=[N:12][OH:13])[NH:15][CH2:16][C:17]2[O:18][CH:19]=[C:20]([Br:22])[CH:21]=2)=[N:8][O:9][N:10]=1)(=[O:26])=[O:25]. The yield is 0.410. (2) The reactants are [CH3:1][O:2][CH2:3][CH2:4][N:5]1[CH:9]=[CH:8][N:7]=[C:6]1[CH3:10].C([O-])([O-])=O.[K+].[K+].[Br:17]N1C(=O)CCC1=O. The catalyst is C1COCC1.[Cl-].[Na+].O. The product is [Br:17][C:9]1[N:5]([CH2:4][CH2:3][O:2][CH3:1])[C:6]([CH3:10])=[N:7][CH:8]=1. The yield is 0.260. (3) The reactants are [Cl:1][C:2]1[CH:3]=[C:4]([B:9](O)O)[CH:5]=[CH:6][C:7]=1[F:8].[C:12]1([NH2:23])[C:21]2[C:16](=[CH:17][CH:18]=[CH:19][C:20]=2[NH2:22])[CH:15]=[CH:14][CH:13]=1. The catalyst is C1(C)C=CC=CC=1. The product is [Cl:1][C:2]1[CH:3]=[C:4]([B:9]2[NH:23][C:12]3[C:21]4[C:16]([CH:15]=[CH:14][CH:13]=3)=[CH:17][CH:18]=[CH:19][C:20]=4[NH:22]2)[CH:5]=[CH:6][C:7]=1[F:8]. The yield is 0.880. (4) The reactants are [CH2:1]([N:8]1[CH2:17][CH:16]([C:18]2[CH:23]=[CH:22][C:21]([O:24][CH3:25])=[CH:20][CH:19]=2)[C:15]2[C:10](=[CH:11][C:12]([O:26][CH2:27][CH2:28][CH2:29][N:30]3[CH2:35][CH2:34][CH2:33][CH2:32][CH2:31]3)=[CH:13][CH:14]=2)[CH2:9]1)[C:2]1C=CC=CC=1.C(O)(C(F)(F)F)=O. No catalyst specified. The product is [CH2:1]([N:8]1[CH2:17][CH:16]([C:18]2[CH:19]=[CH:20][C:21]([O:24][CH3:25])=[CH:22][CH:23]=2)[C:15]2[C:10](=[CH:11][C:12]([O:26][CH2:27][CH2:28][CH2:29][N:30]3[CH2:31][CH2:32][CH2:33][CH2:34][CH2:35]3)=[CH:13][CH:14]=2)[CH2:9]1)[CH3:2]. The yield is 0.400. (5) The reactants are [C:1]([C:5]1[O:9][N:8]=[C:7]([NH:10][C:11]([NH:13][C:14]2[CH:19]=[CH:18][CH:17]=[C:16]([S:20][C:21]3[C:30]4[C:25](=[CH:26][C:27]([O:33][CH2:34][CH2:35][CH2:36]Cl)=[C:28]([O:31][CH3:32])[CH:29]=4)[N:24]=[CH:23][N:22]=3)[CH:15]=2)=[O:12])[CH:6]=1)([CH3:4])([CH3:3])[CH3:2].[CH3:38][S:39]([N:42]1[CH2:47][CH2:46][NH:45][CH2:44][CH2:43]1)(=[O:41])=[O:40].C(N(C(C)C)CC)(C)C. The catalyst is CN(C=O)C.[I-].C([N+](CCCC)(CCCC)CCCC)CCC. The product is [C:1]([C:5]1[O:9][N:8]=[C:7]([NH:10][C:11]([NH:13][C:14]2[CH:19]=[CH:18][CH:17]=[C:16]([S:20][C:21]3[C:30]4[C:25](=[CH:26][C:27]([O:33][CH2:34][CH2:35][CH2:36][N:45]5[CH2:46][CH2:47][N:42]([S:39]([CH3:38])(=[O:41])=[O:40])[CH2:43][CH2:44]5)=[C:28]([O:31][CH3:32])[CH:29]=4)[N:24]=[CH:23][N:22]=3)[CH:15]=2)=[O:12])[CH:6]=1)([CH3:4])([CH3:3])[CH3:2]. The yield is 0.350.